From a dataset of Reaction yield outcomes from USPTO patents with 853,638 reactions. Predict the reaction yield, written as a fraction of the theoretical maximum amount of product (1.0 means a 100% yield; for example, 0.34 means a 34% yield). (1) The reactants are [CH3:1][O:2][C:3]1[CH:8]=[CH:7][N:6]=[CH:5][CH:4]=1.[Li+].CC([N-]C(C)C)C.CCCCCCC.C1COCC1.C(C1C=CC=CC=1)C.[CH:37]([Si:40](Cl)([CH:44]([CH3:46])[CH3:45])[CH:41]([CH3:43])[CH3:42])([CH3:39])[CH3:38]. The catalyst is C1COCC1.O. The product is [CH3:1][O:2][C:3]1[CH:8]=[CH:7][N:6]=[CH:5][C:4]=1[Si:40]([CH:44]([CH3:46])[CH3:45])([CH:41]([CH3:43])[CH3:42])[CH:37]([CH3:39])[CH3:38]. The yield is 0.220. (2) The reactants are [C:1]([C:3]1[N:4]=[C:5]([C:16]([OH:18])=O)[N:6]([CH2:8][O:9][CH2:10][CH2:11][Si:12]([CH3:15])([CH3:14])[CH3:13])[CH:7]=1)#[N:2].[K+].C(C1N=C(C([O-])=O)N(COCC[Si](C)(C)C)C=1)#N.CCN(C(C)C)C(C)C.[C:47]1([C:53]2[CH:58]=[C:57]([CH:59]3[CH2:64][CH2:63][N:62]([O:65][CH3:66])[CH2:61][CH2:60]3)[CH:56]=[CH:55][C:54]=2[NH2:67])[CH2:52][CH2:51][CH2:50][CH2:49][CH:48]=1.C1CN([P+](Br)(N2CCCC2)N2CCCC2)CC1.F[P-](F)(F)(F)(F)F. The catalyst is C(Cl)Cl. The product is [C:47]1([C:53]2[CH:58]=[C:57]([CH:59]3[CH2:64][CH2:63][N:62]([O:65][CH3:66])[CH2:61][CH2:60]3)[CH:56]=[CH:55][C:54]=2[NH:67][C:16]([C:5]2[N:6]([CH2:8][O:9][CH2:10][CH2:11][Si:12]([CH3:13])([CH3:14])[CH3:15])[CH:7]=[C:3]([C:1]#[N:2])[N:4]=2)=[O:18])[CH2:52][CH2:51][CH2:50][CH2:49][CH:48]=1. The yield is 0.480. (3) The reactants are [CH2:1]([C:3]([C:25]1[CH:37]=[CH:36][C:28]([O:29][CH2:30][CH:31]([CH2:34][OH:35])[CH2:32][OH:33])=[C:27]([CH3:38])[CH:26]=1)([C:6]1[CH:11]=[CH:10][C:9](/[CH:12]=[CH:13]/[C:14]([OH:23])([C:19]([F:22])([F:21])[F:20])[C:15]([F:18])([F:17])[F:16])=[C:8]([CH3:24])[CH:7]=1)[CH2:4][CH3:5])[CH3:2]. The catalyst is CO.[OH-].[OH-].[Pd+2]. The product is [CH2:1]([C:3]([C:25]1[CH:37]=[CH:36][C:28]([O:29][CH2:30][CH:31]([CH2:34][OH:35])[CH2:32][OH:33])=[C:27]([CH3:38])[CH:26]=1)([C:6]1[CH:11]=[CH:10][C:9]([CH2:12][CH2:13][C:14]([OH:23])([C:19]([F:22])([F:21])[F:20])[C:15]([F:18])([F:17])[F:16])=[C:8]([CH3:24])[CH:7]=1)[CH2:4][CH3:5])[CH3:2]. The yield is 0.570. (4) The reactants are [C:1]1([CH:7](O)[CH:8]=[CH:9][CH3:10])[CH:6]=[CH:5][CH:4]=[CH:3][CH:2]=1.Cl.CC[O:15]CC.C(=O)(O)[O-].[Na+]. The catalyst is O1CCOCC1. The product is [C:1]1([CH:7]=[CH:8][CH:9]([OH:15])[CH3:10])[CH:6]=[CH:5][CH:4]=[CH:3][CH:2]=1. The yield is 0.968. (5) The reactants are [NH2:1][C:2]1[N:7]=[CH:6][C:5]([C:8]2[C:13]([F:14])=[CH:12][C:11]([C:15]3[CH:20]=[CH:19][CH:18]=[CH:17][C:16]=3[S:21]CCC(OCC)=O)=[CH:10][CH:9]=2)=[CH:4][N:3]=1.CC([O-])(C)C.[K+].CO. The catalyst is C1COCC1. The product is [NH2:1][C:2]1[N:3]=[CH:4][C:5]([C:8]2[C:13]([F:14])=[CH:12][C:11]([C:15]3[C:16]([SH:21])=[CH:17][CH:18]=[CH:19][CH:20]=3)=[CH:10][CH:9]=2)=[CH:6][N:7]=1. The yield is 0.980. (6) The reactants are [C:1]1([C:7]2[C:17]([C:18]3[CH:23]=[CH:22][CH:21]=[CH:20][CH:19]=3)=[CH:16][C:15]3[C:24]4[C:8]=2[C:9](=[O:26])C(=O)[C:11]=4[CH:12]=[CH:13][CH:14]=3)[CH:6]=[CH:5][CH:4]=[CH:3][CH:2]=1.[C:36]1(CC(=O)C[C:36]2[CH:41]=[CH:40][CH:39]=[CH:38][CH:37]=2)[CH:41]=[CH:40][CH:39]=[CH:38][CH:37]=1.[OH-].[K+]. The catalyst is C(O)C. The product is [C:3]1([C:4]2[CH:5]=[CH:6][C:1]3=[C:23]4[C:22]=2[C:21]([C:36]2[CH:37]=[CH:38][CH:39]=[CH:40][CH:41]=2)=[CH:20][CH:19]=[C:18]4[C:17]2[C:7]3=[C:8]([C:24]3[CH:11]=[CH:12][CH:13]=[CH:14][CH:15]=3)[C:9](=[O:26])[C:16]=2[C:1]2[CH:6]=[CH:5][CH:4]=[CH:3][CH:2]=2)[CH:2]=[CH:9][CH:8]=[CH:7][CH:17]=1. The yield is 0.483. (7) The reactants are [OH:1][C:2]1[CH:7]=[CH:6][C:5]([S:8]([N:11]2[C:17](=[O:18])[C@:16]3([CH3:19])[C@H:12]2[CH2:13][CH2:14][CH2:15]3)(=[O:10])=[O:9])=[CH:4][CH:3]=1.C(=O)([O-])[O-].[Cs+].[Cs+].Cl[CH2:27][C:28]1[C:37]2[C:32](=[CH:33][CH:34]=[CH:35][CH:36]=2)[N:31]=[C:30]([CH3:38])[CH:29]=1.F[P-](F)(F)(F)(F)F.[N:46]1([O:55][P+](N(C)C)(N(C)C)N(C)C)C2C=CC=CC=2N=N1.Cl.NO. The catalyst is C(#N)C.C(OCC)(=O)C.CN(C=O)C.C(N(CC)CC)C.O. The product is [OH:55][NH:46][C:17]([C@@:16]1([CH3:19])[CH2:15][CH2:14][CH2:13][C@H:12]1[NH:11][S:8]([C:5]1[CH:6]=[CH:7][C:2]([O:1][CH2:27][C:28]2[C:37]3[C:32](=[CH:33][CH:34]=[CH:35][CH:36]=3)[N:31]=[C:30]([CH3:38])[CH:29]=2)=[CH:3][CH:4]=1)(=[O:10])=[O:9])=[O:18]. The yield is 0.240. (8) The reactants are [CH:1]([C:4]1[CH:9]=[CH:8][C:7]([CH2:10][C:11]([OH:13])=O)=[CH:6][CH:5]=1)([CH3:3])[CH3:2].N=C=N.[CH3:17][O:18][C:19]1[CH:20]=[C:21]2[C:26](=[CH:27][C:28]=1[O:29][CH3:30])[N:25]=[CH:24][N:23]=[C:22]2[CH:31]1[CH2:36][CH2:35][NH:34][CH2:33][CH2:32]1. The catalyst is C(Cl)Cl.CN(C=O)C. The product is [CH3:17][O:18][C:19]1[CH:20]=[C:21]2[C:26](=[CH:27][C:28]=1[O:29][CH3:30])[N:25]=[CH:24][N:23]=[C:22]2[CH:31]1[CH2:36][CH2:35][N:34]([C:11](=[O:13])[CH2:10][C:7]2[CH:6]=[CH:5][C:4]([CH:1]([CH3:2])[CH3:3])=[CH:9][CH:8]=2)[CH2:33][CH2:32]1. The yield is 0.310. (9) The reactants are [CH3:1][C:2]1([CH3:23])[CH2:6][O:5][C:4]2=[CH:7][C:8]3[O:9][CH2:10][C:11]4([C:21]=3[CH:22]=[C:3]12)[C:19]1[C:14](=[CH:15][CH:16]=[CH:17][CH:18]=1)[NH:13][C:12]4=[O:20].[H-].[Na+].Br.Br[CH2:28][C:29]1[CH:30]=[N:31][CH:32]=[CH:33][CH:34]=1. The catalyst is CN(C=O)C. The product is [CH3:1][C:2]1([CH3:23])[CH2:6][O:5][C:4]2=[CH:7][C:8]3[O:9][CH2:10][C:11]4([C:21]=3[CH:22]=[C:3]12)[C:19]1[C:14](=[CH:15][CH:16]=[CH:17][CH:18]=1)[N:13]([CH2:28][C:29]1[CH:30]=[N:31][CH:32]=[CH:33][CH:34]=1)[C:12]4=[O:20]. The yield is 0.480.